This data is from HIV replication inhibition screening data with 41,000+ compounds from the AIDS Antiviral Screen. The task is: Binary Classification. Given a drug SMILES string, predict its activity (active/inactive) in a high-throughput screening assay against a specified biological target. (1) The compound is c1cc2c3ccsc3c3sccc3c2s1. The result is 0 (inactive). (2) The compound is O=C1C(=O)N(c2cccc(C(F)(F)F)c2)C(=S)N1c1ccccc1. The result is 0 (inactive). (3) The molecule is COc1c(C(=O)c2cc(Cl)cc(S(=O)(=O)N(C)C=O)c2OC)cc(Cl)cc1S(=O)(=O)N(C)C=O. The result is 0 (inactive). (4) The drug is O=C(NC(=O)c1ccccc1)Nc1ccccc1. The result is 0 (inactive).